The task is: Predict which catalyst facilitates the given reaction.. This data is from Catalyst prediction with 721,799 reactions and 888 catalyst types from USPTO. (1) Reactant: [CH3:1][O:2][C:3]1[CH:8]=[CH:7][C:6]([N:9]2[C:13]3[C:14](=[O:27])[N:15]([C:18]4[CH:23]=[CH:22][C:21]([N+:24]([O-])=O)=[CH:20][CH:19]=4)[CH2:16][CH2:17][C:12]=3[C:11]([C:28]([O:30][CH2:31][CH3:32])=[O:29])=[N:10]2)=[CH:5][CH:4]=1.[Cl-].[NH4+].O.C(Cl)Cl. Product: [NH2:24][C:21]1[CH:22]=[CH:23][C:18]([N:15]2[CH2:16][CH2:17][C:12]3[C:11]([C:28]([O:30][CH2:31][CH3:32])=[O:29])=[N:10][N:9]([C:6]4[CH:7]=[CH:8][C:3]([O:2][CH3:1])=[CH:4][CH:5]=4)[C:13]=3[C:14]2=[O:27])=[CH:19][CH:20]=1. The catalyst class is: 415. (2) Reactant: Br[C:2]1[CH:3]=[C:4]2[C:9](=[CH:10][CH:11]=1)[N:8]([CH3:12])[C:7](=[O:13])[C:6]([C:14]([NH:16][CH2:17][C:18]([O:20]CC)=[O:19])=[O:15])=[C:5]2[OH:23].C(Cl)(Cl)Cl.CC(C1C=C(C(C)C)C(C2C=CC=CC=2P(C2CCCCC2)C2CCCCC2)=C(C(C)C)C=1)C.[NH:62]1[CH2:67][CH2:66][O:65][CH2:64][CH2:63]1.CC(C)([O-])C.[Na+]. Product: [OH:23][C:5]1[C:4]2[C:9](=[CH:10][CH:11]=[C:2]([N:62]3[CH2:67][CH2:66][O:65][CH2:64][CH2:63]3)[CH:3]=2)[N:8]([CH3:12])[C:7](=[O:13])[C:6]=1[C:14]([NH:16][CH2:17][C:18]([OH:20])=[O:19])=[O:15]. The catalyst class is: 62. (3) The catalyst class is: 430. Reactant: C(=O)([O-])[O-].[K+].[K+].C([O:10][CH2:11][CH2:12][CH2:13][CH:14]([C:24]1[NH:28][C:27](/[CH:29]=[CH:30]/[C:31]2[CH:36]=[CH:35][C:34]([N:37]3[CH:41]=[C:40]([CH3:42])[N:39]=[CH:38]3)=[C:33]([O:43][CH3:44])[CH:32]=2)=[N:26][N:25]=1)[C:15]1[CH:20]=[C:19]([F:21])[C:18]([F:22])=[C:17]([F:23])[CH:16]=1)(=O)C.C(OCC)(=O)C. Product: [CH3:44][O:43][C:33]1[CH:32]=[C:31](/[CH:30]=[CH:29]/[C:27]2[NH:28][C:24]([CH:14]([C:15]3[CH:16]=[C:17]([F:23])[C:18]([F:22])=[C:19]([F:21])[CH:20]=3)[CH2:13][CH2:12][CH2:11][OH:10])=[N:25][N:26]=2)[CH:36]=[CH:35][C:34]=1[N:37]1[CH:41]=[C:40]([CH3:42])[N:39]=[CH:38]1. (4) Reactant: [OH:1][B:2]1[C:6]2[CH:7]=[CH:8][C:9]([O:11][C:12]3[CH:20]=[CH:19][C:15]([C:16]([OH:18])=[O:17])=[CH:14][CH:13]=3)=[CH:10][C:5]=2[CH2:4][O:3]1.[CH3:21][N:22]([CH2:24][CH2:25]O)[CH3:23].CCN=C=NCCCN(C)C. Product: [CH3:21][N:22]([CH3:23])[CH2:24][CH2:25][O:17][C:16](=[O:18])[C:15]1[CH:14]=[CH:13][C:12]([O:11][C:9]2[CH:8]=[CH:7][C:6]3[B:2]([OH:1])[O:3][CH2:4][C:5]=3[CH:10]=2)=[CH:20][CH:19]=1. The catalyst class is: 3. (5) The catalyst class is: 103. Product: [O:41]1[C:37]2[CH:36]=[CH:35][C:34]([C:2]3[CH:7]=[CH:6][C:5]([C:8]4[N:9]([CH2:14][C@@H:15]5[CH2:19][CH2:18][N:17]([C:20]([CH:22]6[CH2:24][CH2:23]6)=[O:21])[CH2:16]5)[C:10](=[O:13])[NH:11][N:12]=4)=[C:4]([F:25])[CH:3]=3)=[CH:42][C:38]=2[CH:39]=[CH:40]1. Reactant: Br[C:2]1[CH:7]=[CH:6][C:5]([C:8]2[N:9]([CH2:14][C@@H:15]3[CH2:19][CH2:18][N:17]([C:20]([CH:22]4[CH2:24][CH2:23]4)=[O:21])[CH2:16]3)[C:10](=[O:13])[NH:11][N:12]=2)=[C:4]([F:25])[CH:3]=1.CC1(C)C(C)(C)OB([C:34]2[CH:35]=[CH:36][C:37]3[O:41][CH:40]=[CH:39][C:38]=3[CH:42]=2)O1.C([O-])([O-])=O.[Cs+].[Cs+].O1CCOCC1.